From a dataset of Catalyst prediction with 721,799 reactions and 888 catalyst types from USPTO. Predict which catalyst facilitates the given reaction. (1) Reactant: [Cl:1][C:2]1[CH:3]=[C:4]2[C:8](=[CH:9][CH:10]=1)[NH:7][CH:6]=[C:5]2[CH2:11][CH2:12][NH:13][C:14](=[O:23])[C:15]1[CH:20]=[CH:19][CH:18]=[C:17]([CH2:21]Cl)[CH:16]=1.[CH:24]1([NH2:29])[CH2:28][CH2:27][CH2:26][CH2:25]1.[I-].[Na+]. The catalyst class is: 1. Product: [Cl:1][C:2]1[CH:3]=[C:4]2[C:8](=[CH:9][CH:10]=1)[NH:7][CH:6]=[C:5]2[CH2:11][CH2:12][NH:13][C:14](=[O:23])[C:15]1[CH:20]=[CH:19][CH:18]=[C:17]([CH2:21][NH:29][CH:24]2[CH2:28][CH2:27][CH2:26][CH2:25]2)[CH:16]=1. (2) Reactant: [F:1][C:2]1[CH:3]=[C:4]([C:12]2[N:13]=[C:14]([NH:17]C(=O)C)[NH:15][CH:16]=2)[CH:5]=[CH:6][C:7]=1[C:8]([F:11])([F:10])[F:9].C(=O)([O-])[O-].[K+].[K+]. Product: [F:1][C:2]1[CH:3]=[C:4]([C:12]2[N:13]=[C:14]([NH2:17])[NH:15][CH:16]=2)[CH:5]=[CH:6][C:7]=1[C:8]([F:11])([F:9])[F:10]. The catalyst class is: 24.